This data is from Catalyst prediction with 721,799 reactions and 888 catalyst types from USPTO. The task is: Predict which catalyst facilitates the given reaction. (1) Reactant: [NH2:1][C:2]1[CH:7]=[CH:6][C:5]([S:8][C:9]2[S:13][C:12]([C:14](O)=[O:15])=[CH:11][C:10]=2[NH:17][C:18]2[C:19]3[CH:27]=[CH:26][C:25]([CH:28]([CH3:30])[CH3:29])=[N:24][C:20]=3[N:21]=[CH:22][N:23]=2)=[CH:4][CH:3]=1.[CH3:31][C@@H:32]([C:35]1[CH:40]=[CH:39][CH:38]=[CH:37][CH:36]=1)[CH2:33][NH2:34].C(N(CC)C(C)C)(C)C.F[B-](F)(F)F.N1(OC(N(C)C)=[N+](C)C)C2C=CC=CC=2N=N1. Product: [NH2:1][C:2]1[CH:7]=[CH:6][C:5]([S:8][C:9]2[S:13][C:12]([C:14]([NH:34][CH2:33][C@H:32]([C:35]3[CH:40]=[CH:39][CH:38]=[CH:37][CH:36]=3)[CH3:31])=[O:15])=[CH:11][C:10]=2[NH:17][C:18]2[C:19]3[CH:27]=[CH:26][C:25]([CH:28]([CH3:30])[CH3:29])=[N:24][C:20]=3[N:21]=[CH:22][N:23]=2)=[CH:4][CH:3]=1. The catalyst class is: 58. (2) Reactant: C(OC([N:8]1[C:12]2[CH:13]=[C:14]([NH:17][C:18]3[C:19]4[N:20]([CH:25]=[CH:26][N:27]=4)[CH:21]=[C:22]([Br:24])[N:23]=3)[CH:15]=[CH:16][C:11]=2[N:10]=[CH:9]1)=O)(C)(C)C.C(O)(C(F)(F)F)=O. Product: [N:10]1[C:11]2[CH:16]=[CH:15][C:14]([NH:17][C:18]3[C:19]4[N:20]([CH:25]=[CH:26][N:27]=4)[CH:21]=[C:22]([Br:24])[N:23]=3)=[CH:13][C:12]=2[NH:8][CH:9]=1. The catalyst class is: 4. (3) Reactant: [C:1]1([CH2:7][CH2:8][CH2:9][CH2:10][OH:11])[CH:6]=[CH:5][CH:4]=[CH:3][CH:2]=1.[H-].[Na+].[N+:14]([C:17]1[CH:18]=[C:19](Cl)[CH:20]=[CH:21][C:22]=1[N+:23]([O-:25])=[O:24])([O-:16])=[O:15]. Product: [C:1]1([CH2:7][CH2:8][CH2:9][CH2:10][O:11][C:19]2[CH:20]=[CH:21][C:22]([N+:23]([O-:25])=[O:24])=[C:17]([N+:14]([O-:16])=[O:15])[CH:18]=2)[CH:6]=[CH:5][CH:4]=[CH:3][CH:2]=1. The catalyst class is: 1. (4) Reactant: [CH3:1][N:2]([CH3:19])[C:3](=[O:18])[C@@H:4]([O:6][C:7]1[CH:16]=[CH:15][CH:14]=[C:13]2[C:8]=1[C:9](=O)[NH:10][CH:11]=[N:12]2)[CH3:5].C1(P(C2C=CC=CC=2)C2C=CC=CC=2)C=CC=CC=1.C(Cl)(Cl)(Cl)Cl.[N:44]1[CH:49]=[CH:48][CH:47]=[CH:46][C:45]=1[CH2:50][N:51]1[C:59]2[C:54](=[CH:55][C:56]([NH2:60])=[CH:57][CH:58]=2)[CH:53]=[N:52]1. Product: [CH3:1][N:2]([CH3:19])[C:3](=[O:18])[C@@H:4]([O:6][C:7]1[CH:16]=[CH:15][CH:14]=[C:13]2[C:8]=1[C:9]([NH:60][C:56]1[CH:55]=[C:54]3[C:59](=[CH:58][CH:57]=1)[N:51]([CH2:50][C:45]1[CH:46]=[CH:47][CH:48]=[CH:49][N:44]=1)[N:52]=[CH:53]3)=[N:10][CH:11]=[N:12]2)[CH3:5]. The catalyst class is: 26. (5) Reactant: [CH3:1][O:2][CH2:3][C:4]1[C:5]([SH:17])=[CH:6][C:7]([CH3:16])=[C:8]([CH:15]=1)[O:9][CH2:10][C:11]([O:13][CH3:14])=[O:12].Cl[CH2:19][C:20]1[S:24][C:23]([C:25]2[CH:30]=[CH:29][C:28]([C:31]([F:34])([F:33])[F:32])=[CH:27][CH:26]=2)=[N:22][C:21]=1[CH3:35].C(=O)([O-])[O-].[Cs+].[Cs+]. Product: [CH3:1][O:2][CH2:3][C:4]1[C:5]([S:17][CH2:19][C:20]2[S:24][C:23]([C:25]3[CH:26]=[CH:27][C:28]([C:31]([F:34])([F:32])[F:33])=[CH:29][CH:30]=3)=[N:22][C:21]=2[CH3:35])=[CH:6][C:7]([CH3:16])=[C:8]([CH:15]=1)[O:9][CH2:10][C:11]([O:13][CH3:14])=[O:12]. The catalyst class is: 10. (6) Reactant: [N+:1]([C:4]1[CH:5]=[C:6]([CH:9]=[CH:10][CH:11]=1)[CH2:7][Cl:8])([O-:3])=[O:2].[O:12]1[CH:16]2[O:17][CH2:18][CH2:19][N:15]2[CH2:14][CH2:13]1. Product: [Cl-:8].[N+:1]([C:4]1[CH:5]=[C:6]([CH:9]=[CH:10][CH:11]=1)[CH2:7][N+:15]12[CH2:19][CH2:18][O:17][CH:16]1[O:12][CH2:13][CH2:14]2)([O-:3])=[O:2]. The catalyst class is: 22. (7) Reactant: [C:1]([C:4]1[C:5]([NH:13][C:14]2[CH:15]=[N:16][N:17]([CH:19]3[CH2:24][CH2:23][N:22](C(OC(C)(C)C)=O)[CH2:21][CH2:20]3)[CH:18]=2)=[N:6][C:7]([Cl:12])=[C:8]([CH2:10][CH3:11])[N:9]=1)(=[O:3])[NH2:2].C(OCC)(=O)C.C(OC(=O)C)C.Cl. Product: [Cl:12][C:7]1[N:6]=[C:5]([NH:13][C:14]2[CH:15]=[N:16][N:17]([CH:19]3[CH2:24][CH2:23][NH:22][CH2:21][CH2:20]3)[CH:18]=2)[C:4]([C:1]([NH2:2])=[O:3])=[N:9][C:8]=1[CH2:10][CH3:11]. The catalyst class is: 8. (8) Reactant: [Br:1][C:2]1[CH:3]=[CH:4][C:5]([NH:8][C:9]([NH2:11])=[S:10])=[N:6][CH:7]=1.[Br:12][CH2:13][C:14]([CH2:16]Br)=O.O. Product: [Br:12][CH2:13][C:14]1[N:11]=[C:9]([NH:8][C:5]2[CH:4]=[CH:3][C:2]([Br:1])=[CH:7][N:6]=2)[S:10][CH:16]=1. The catalyst class is: 3. (9) Reactant: [CH3:1][N:2]1[C@@:6]2([CH2:14][C:13]3[C:8](=[CH:9][CH:10]=[C:11]([C:15]([O:17]C)=[O:16])[CH:12]=3)[CH2:7]2)[C:5](=[O:19])[NH:4][C:3]1=[O:20].[OH-].[Li+]. Product: [CH3:1][N:2]1[C@@:6]2([CH2:14][C:13]3[C:8](=[CH:9][CH:10]=[C:11]([C:15]([OH:17])=[O:16])[CH:12]=3)[CH2:7]2)[C:5](=[O:19])[NH:4][C:3]1=[O:20]. The catalyst class is: 20.